Dataset: Full USPTO retrosynthesis dataset with 1.9M reactions from patents (1976-2016). Task: Predict the reactants needed to synthesize the given product. Given the product [F:1][C:2]1[CH:7]=[CH:6][C:5]([C:26]2[CH:31]=[N:30][NH:29][C:28](=[O:32])[CH:27]=2)=[CH:4][C:3]=1[C:17]1[C:18]([C:23]#[N:24])=[CH:19][CH:20]=[CH:21][CH:22]=1, predict the reactants needed to synthesize it. The reactants are: [F:1][C:2]1[CH:7]=[CH:6][C:5](B2OC(C)(C)C(C)(C)O2)=[CH:4][C:3]=1[C:17]1[C:18]([C:23]#[N:24])=[CH:19][CH:20]=[CH:21][CH:22]=1.Cl[C:26]1[CH:31]=[N:30][NH:29][C:28](=[O:32])[CH:27]=1.